Dataset: Peptide-MHC class II binding affinity with 134,281 pairs from IEDB. Task: Regression. Given a peptide amino acid sequence and an MHC pseudo amino acid sequence, predict their binding affinity value. This is MHC class II binding data. (1) The peptide sequence is NLIDTKCYKLEHPVTGCG. The MHC is DRB1_1101 with pseudo-sequence DRB1_1101. The binding affinity (normalized) is 0.409. (2) The MHC is HLA-DQA10501-DQB10301 with pseudo-sequence HLA-DQA10501-DQB10301. The binding affinity (normalized) is 0.605. The peptide sequence is ATSPTAEGGKATTEE. (3) The peptide sequence is ISEAGQAMASTEGNV. The MHC is HLA-DPA10301-DPB10402 with pseudo-sequence HLA-DPA10301-DPB10402. The binding affinity (normalized) is 0.0292. (4) The peptide sequence is KDKTDIHRLEPVKCD. The MHC is DRB4_0103 with pseudo-sequence DRB4_0103. The binding affinity (normalized) is 0.334. (5) The peptide sequence is KWHKHYLVCNYGPSG. The MHC is DRB1_0405 with pseudo-sequence DRB1_0405. The binding affinity (normalized) is 0.538.